From a dataset of Catalyst prediction with 721,799 reactions and 888 catalyst types from USPTO. Predict which catalyst facilitates the given reaction. (1) Reactant: [CH3:1][C:2]([O-:5])(C)[CH3:3].[K+].[Br:7][C:8]1[CH:9]=[C:10]2[C:14](=[CH:15][CH:16]=1)[NH:13][C:12](C(OCC)=O)=[CH:11]2.C(OC)(=O)C=C.Cl. Product: [Br:7][C:8]1[CH:16]=[CH:15][C:14]2[N:13]3[CH2:12][CH2:1][C:2](=[O:5])[C:3]3=[CH:11][C:10]=2[CH:9]=1. The catalyst class is: 638. (2) Reactant: [C:1]([O:5][C:6]([NH:8][C@H:9]([CH2:14][C:15]1[CH:20]=[C:19]([F:21])[C:18]([F:22])=[CH:17][C:16]=1[F:23])[CH2:10][C:11]([OH:13])=O)=[O:7])([CH3:4])([CH3:3])[CH3:2].C1C=CC2N(O)N=NC=2C=1.C(Cl)CCl.[CH3:38][C@H:39]1[NH:45][CH2:44][C@@H:43]([CH3:46])[CH2:42][NH:41][C:40]1=[O:47]. Product: [C:1]([O:5][C:6]([NH:8][C@H:9]([CH2:14][C:15]1[CH:20]=[C:19]([F:21])[C:18]([F:22])=[CH:17][C:16]=1[F:23])[CH2:10][C:11]([N:45]1[CH2:44][C@@H:43]([CH3:46])[CH2:42][NH:41][C:40](=[O:47])[C@H:39]1[CH3:38])=[O:13])=[O:7])([CH3:2])([CH3:3])[CH3:4]. The catalyst class is: 10. (3) Reactant: Cl[C:2]1[C:11]2[C:6](=[CH:7][C:8]([O:14][CH3:15])=[C:9]([O:12][CH3:13])[CH:10]=2)[N:5]=[CH:4][CH:3]=1.[NH2:16][C:17]1[CH:22]=[CH:21][C:20]([SH:23])=[CH:19][CH:18]=1. Product: [CH3:13][O:12][C:9]1[CH:10]=[C:11]2[C:6](=[CH:7][C:8]=1[O:14][CH3:15])[N:5]=[CH:4][CH:3]=[C:2]2[S:23][C:20]1[CH:21]=[CH:22][C:17]([NH2:16])=[CH:18][CH:19]=1. The catalyst class is: 3. (4) Reactant: [N+:1]([C:4]1[CH:12]=[CH:11][CH:10]=[C:9]2[C:5]=1[CH:6]=[CH:7][NH:8]2)([O-:3])=[O:2].[H-].[Na+].[CH3:15]I.O. Product: [CH3:15][N:8]1[C:9]2[C:5](=[C:4]([N+:1]([O-:3])=[O:2])[CH:12]=[CH:11][CH:10]=2)[CH:6]=[CH:7]1. The catalyst class is: 56.